Dataset: Experimentally validated miRNA-target interactions with 360,000+ pairs, plus equal number of negative samples. Task: Binary Classification. Given a miRNA mature sequence and a target amino acid sequence, predict their likelihood of interaction. (1) The miRNA is mmu-let-7d-5p with sequence AGAGGUAGUAGGUUGCAUAGUU. The protein sequence of the target gene is MAYPGHPGAGGGYYPGGYGGAPGGPAFPGQTQDPLYGYFAAVAGQDGQIDADELQRCLTQSGIAGGYKPFNLETCRLMVSMLDRDMSGTMGFNEFKELWAVLNGWRQHFISFDTDRSGTVDPQELQKALTTMGFRLSPQAVNSIAKRYSTNGKITFDDYIACCVKLRALTDSFRRRDTAQQGVVNFPYDDFIQCVMSV. Result: 0 (no interaction). (2) The protein sequence of the target gene is MERINHTSSVSEFILLGLSSRPEDQKTLFVLFLIVYLVTITGNLLIILAIRFNPHLQTPMYFFLSFLSLTDICFTTSVVPKMLMNFLSEKKTISYAGCLTQMYFLYALGNSDSCLLAVMAFDRYVAVCDPFHYVTTMSHHHCVLLVAFSCSFPHLHSLLHTLLLNRLTFCDSNVIHHFLCDLSPVLKLSCSSIFVNEIVQMTEAPIVLVTRFLCIAFSYIRILTTVLKIPSTSGKRKAFSTCGFYLTVVTLFYGSIFCVYLQPPSTYAVKDHVATIVYTVLSSMLNPFIYSLRNKDLKQG.... The miRNA is hsa-miR-6801-3p with sequence ACCCCUGCCACUCACUGGCC. Result: 1 (interaction). (3) The miRNA is hsa-miR-302e with sequence UAAGUGCUUCCAUGCUU. The protein sequence of the target gene is MAGSVPWAASRRLWGWVPSACRSFSLGVPRLAFVRLTLPPPKVVDRWNEKRALFGVYDNIGILGNFEKHPKELIKGPVWLRGWRGNELQRCVRKKKFVGNRMFIEDLHNLNKRISYLYKHFNRHGKYR. Result: 0 (no interaction). (4) The miRNA is hsa-miR-629-5p with sequence UGGGUUUACGUUGGGAGAACU. The protein sequence of the target gene is MDSRLALATEEPIKKDSLKKYKILCVVLLALLVIVSLGLGLGLGLRKPEEQGSCRKKCFDSSHRGLEGCRCDSGCTGRGDCCWDFEDTCVKSTQIWTCNLFRCGENRLETALCSCADDCLQRKDCCADYKTVCQGESPWVTEACASSQEPQCPPGFDLPPVILFSMDGFRAEYLQTWSTLLPNINKLKTCGIHSKYMRAMYPTKTFPNHYTIVTGLYPESHGIIDNNMYDVHLNKNFSLSSVEKSNPAWWSGQPIWLTAMYQGLKAACYYWPGSDVAVNGSFPTIYRNYSNSVPYERRIT.... Result: 0 (no interaction). (5) The miRNA is hsa-miR-4481 with sequence GGAGUGGGCUGGUGGUU. The protein sequence of the target gene is MASPDPPATSYAPSDVPSGVALFLTIPFAFFLPELIFGFLVWTMVAATHIVYPLLQGWVMYVSLTSFLISLMFLLSYLFGFYKRFESWRVLDSLYHGTTGILYMSAAVLQVHATIVSEKLLDPRIYYINSAASFFAFIATLLYILHAFSIYYH. Result: 1 (interaction). (6) The miRNA is hsa-miR-1184 with sequence CCUGCAGCGACUUGAUGGCUUCC. The protein sequence of the target gene is MSEGESQTVLSSGSDPKVESSSSAPGLTSVSPPVTSTTSAASPEEEEESEDESEILEESPCGRWQKRREEVNQRNVPGIDSAYLAMDTEEGVEVVWNEVQFSERKNYKLQEEKVRAVFDNLIQLEHLNIVKFHKYWADIKENKARVIFITEYMSSGSLKQFLKKTKKNHKTMNEKAWKRWCTQILSALSYLHSCDPPIIHGNLTCDTIFIQHNGLIKIGSVAPDTINNHVKTCREEQKNLHFFAPEYGEVTNVTTAVDIYSFGMCALEMAVLEIQGNGESSYVPQEAISSAIQLLEDPLQ.... Result: 1 (interaction). (7) The miRNA is hsa-miR-196a-5p with sequence UAGGUAGUUUCAUGUUGUUGGG. The protein sequence of the target gene is MAAACGPGAAGYCLLLGLHLFLLTAGPALGWNDPDRMLLRDVKALTLHYDRYTTSRRLDPIPQLKCVGGTAGCDSYTPKVIQCQNKGWDGYDVQWECKTDLDIAYKFGKTVVSCEGYESSEDQYVLRGSCGLEYNLDYTELGLQKLKESGKQHGFASFSDYYYKWSSADSCNMSGLITIVVLLGIAFVVYKLFLSDGQYSPPPYSEYPPFSHRYQRFTNSAGPPPPGFKSEFTGPQNTGHGATSGFGSAFTGQQGYENSGPGFWTGLGTGGILGYLFGSNRAATPFSDSWYYPSYPPSYP.... Result: 1 (interaction). (8) The miRNA is hsa-miR-4796-5p with sequence UGUCUAUACUCUGUCACUUUAC. The protein sequence of the target gene is MDLWQLLLTLAVAGSSDAFSGSEATPAFLVRASQSLQILYPVLETNSSGNPKFTKCRSPELETFSCHWTDGANHSLQSPGSVQMFYIRRDIQEWKECPDYVSAGENSCYFNSSYTSVWTPYCIKLTSNGGIVDHKCFSVEDIVQPDPPVGLNWTLLNISLTEIHADILVKWEPPPNTDVKMGWIILEYELHYKELNETQWKMMDPLMVTSVPMYSLRLDKEYEVRVRTRQRNTEKYGKFSEVLLITFPQMNPSACEEDFQFPWFLIIIFGILGLAVTLYLLIFSKQQRIKMLILPPVPVP.... Result: 0 (no interaction).